Dataset: Catalyst prediction with 721,799 reactions and 888 catalyst types from USPTO. Task: Predict which catalyst facilitates the given reaction. (1) Reactant: [C:1]([O:5][C@@H:6]([C:12]1[C:31]([CH3:32])=[CH:30][C:15]2[N:16]=[C:17]([N:19]3[CH:28]=[CH:27][C:26]4[C:21](=[CH:22][N:23]=[CH:24][CH:25]=4)[C:20]3=[O:29])[S:18][C:14]=2[C:13]=1[C:33]1[CH:38]=[CH:37][C:36]([Cl:39])=[CH:35][CH:34]=1)[C:7]([O:9]CC)=[O:8])([CH3:4])([CH3:3])[CH3:2].[Li+].[I-]. Product: [C:1]([O:5][C@@H:6]([C:12]1[C:31]([CH3:32])=[CH:30][C:15]2[N:16]=[C:17]([N:19]3[CH:28]=[CH:27][C:26]4[C:21](=[CH:22][N:23]=[CH:24][CH:25]=4)[C:20]3=[O:29])[S:18][C:14]=2[C:13]=1[C:33]1[CH:38]=[CH:37][C:36]([Cl:39])=[CH:35][CH:34]=1)[C:7]([OH:9])=[O:8])([CH3:4])([CH3:2])[CH3:3]. The catalyst class is: 17. (2) Reactant: [NH2:1][C:2]1[CH:6]=[C:5]([C:7]2[CH:8]=[N:9][NH:10][C:11]=2[CH3:12])[S:4][C:3]=1[C:13]([NH2:15])=[O:14].[CH2:16]([N:18]1[CH2:23][CH2:22][C:21](=O)[CH2:20][CH2:19]1)[CH3:17].CC1(C)C2(CS(O)(=O)=O)C(CC1CC2)=O.[O-]S([O-])(=O)=O.[Mg+2].C([O-])(O)=O.[Na+]. Product: [CH2:16]([N:18]1[CH2:23][CH2:22][C:21]2([NH:1][C:2]3[CH:6]=[C:5]([C:7]4[CH:8]=[N:9][NH:10][C:11]=4[CH3:12])[S:4][C:3]=3[C:13](=[O:14])[NH:15]2)[CH2:20][CH2:19]1)[CH3:17]. The catalyst class is: 44. (3) Reactant: [CH2:1]([C:4]1[C:8]([CH2:9][CH2:10][CH2:11][OH:12])=[CH:7][N:6]([C:13]2[CH:18]=[CH:17][C:16]([C:19]([F:22])([F:21])[F:20])=[CH:15][N:14]=2)[N:5]=1)[CH2:2][CH3:3].O[C:24]1[C:28]([CH2:29][C:30]([O:32]C)=[O:31])=[CH:27][N:26]([C:34]2[CH:39]=[CH:38][CH:37]=[CH:36][CH:35]=2)[N:25]=1.C(P(CCCC)CCCC)CCC.N(C(N1CCCCC1)=O)=NC(N1CCCCC1)=O. Product: [C:34]1([N:26]2[CH:27]=[C:28]([CH2:29][C:30]([OH:32])=[O:31])[C:24]([O:12][CH2:11][CH2:10][CH2:9][C:8]3[C:4]([CH2:1][CH2:2][CH3:3])=[N:5][N:6]([C:13]4[CH:18]=[CH:17][C:16]([C:19]([F:21])([F:20])[F:22])=[CH:15][N:14]=4)[CH:7]=3)=[N:25]2)[CH:39]=[CH:38][CH:37]=[CH:36][CH:35]=1. The catalyst class is: 7. (4) Reactant: [Br:1][C:2]1[CH:10]=[C:9]2[C:5]([CH:6]=[N:7][NH:8]2)=[C:4]([N+:11]([O-:13])=[O:12])[CH:3]=1.[H-].[Na+].I[CH3:17]. Product: [Br:1][C:2]1[CH:10]=[C:9]2[C:5]([CH:6]=[N:7][N:8]2[CH3:17])=[C:4]([N+:11]([O-:13])=[O:12])[CH:3]=1. The catalyst class is: 1.